From a dataset of Full USPTO retrosynthesis dataset with 1.9M reactions from patents (1976-2016). Predict the reactants needed to synthesize the given product. (1) Given the product [CH3:24][O:25][C:26]([C@H:28]1[C@@H:33]([OH:34])[CH2:32][CH2:31][S:30][CH2:29]1)=[O:27], predict the reactants needed to synthesize it. The reactants are: C(O)[C@H]1O[C@H](O[C@]2(CO)O[C@H](CO)[C@@H](O)[C@@H]2O)[C@H](O)[C@@H](O)[C@@H]1O.[CH3:24][O:25][C:26]([C:28]1[CH2:29][S:30][CH2:31][CH2:32][C:33]=1[OH:34])=[O:27]. (2) Given the product [CH3:1][C:2]1([CH3:14])[S:6][C@@H:5]2[C@H:7]([Br:15])[C:8](=[O:9])[N:4]2[C@H:3]1[C:11]([OH:13])=[O:12], predict the reactants needed to synthesize it. The reactants are: [CH3:1][C:2]1([CH3:14])[S:6][C@@H:5]2[C@H:7](N)[C:8](=[O:9])[N:4]2[C@H:3]1[C:11]([OH:13])=[O:12].[BrH:15].[Na].N([O-])=O.[K+]. (3) Given the product [F:16][C:5]1[CH:4]=[CH:3][C:2]([C:22](=[O:24])[CH3:23])=[CH:7][C:6]=1[CH:8]([OH:9])[C:10]1[CH:15]=[CH:14][CH:13]=[CH:12][CH:11]=1, predict the reactants needed to synthesize it. The reactants are: Br[C:2]1[CH:3]=[CH:4][C:5]([F:16])=[C:6]([CH:8]([C:10]2[CH:15]=[CH:14][CH:13]=[CH:12][CH:11]=2)[OH:9])[CH:7]=1.C([Sn](CCCC)(CCCC)[C:22]([O:24]CC)=[CH2:23])CCC.